Dataset: Retrosynthesis with 50K atom-mapped reactions and 10 reaction types from USPTO. Task: Predict the reactants needed to synthesize the given product. (1) Given the product C#CCOc1nc(Nc2cc(NC(=O)[C@@H](Cc3ccccc3)NC(=O)OC(C)(C)C)cc(C(=O)OC)c2)ncc1Br, predict the reactants needed to synthesize it. The reactants are: C#CCOc1nc(Nc2cc(N)cc(C(=O)OC)c2)ncc1Br.CC(C)(C)OC(=O)N[C@H](Cc1ccccc1)C(=O)O. (2) Given the product COC(=O)C(C)(C)c1ccc(C(=O)CCCN2CCC(C(O)(c3ccccc3)c3ccccc3)CC2)cc1, predict the reactants needed to synthesize it. The reactants are: COC(=O)C(C)(C)c1ccc(C(CCCN2CCC(C(O)(c3ccccc3)c3ccccc3)CC2)(OC)OC)cc1. (3) Given the product COc1ccc(Cc2cc([C@]34OC[C@](C(C)O)(O3)[C@@H](OCc3ccccc3)[C@H](OCc3ccccc3)[C@H]4OCc3ccccc3)ccc2Cl)c(F)c1F, predict the reactants needed to synthesize it. The reactants are: COc1ccc(Cc2cc([C@]34OC[C@](C=O)(O3)[C@@H](OCc3ccccc3)[C@H](OCc3ccccc3)[C@H]4OCc3ccccc3)ccc2Cl)c(F)c1F.C[Mg+]. (4) The reactants are: CC1(N)COC1.Cc1nnn(-c2ccc(F)cc2)c1COc1cc(C(=O)O)n(C)n1. Given the product Cc1nnn(-c2ccc(F)cc2)c1COc1cc(C(=O)NC2(C)COC2)n(C)n1, predict the reactants needed to synthesize it. (5) Given the product COc1ccc(-c2nc(C)c(C=O)o2)cc1, predict the reactants needed to synthesize it. The reactants are: COc1ccc(-c2nc(C)c(CO)o2)cc1.